The task is: Predict the product of the given reaction.. This data is from Forward reaction prediction with 1.9M reactions from USPTO patents (1976-2016). (1) Given the reactants [C:1]1([C:7]2[CH2:8][O:9][C:10]3[CH:16]=[CH:15][CH:14]=[CH:13][C:11]=3[N:12]=2)[CH:6]=[CH:5][CH:4]=[CH:3][CH:2]=1, predict the reaction product. The product is: [C:1]1([C@H:7]2[NH:12][C:11]3[CH:13]=[CH:14][CH:15]=[CH:16][C:10]=3[O:9][CH2:8]2)[CH:2]=[CH:3][CH:4]=[CH:5][CH:6]=1. (2) Given the reactants [NH2:1][C:2]1[C:3]([C:18]2[CH:27]=[CH:26][C:21]([C:22]([O:24][CH3:25])=[O:23])=[C:20]([F:28])[CH:19]=2)=[N:4][C:5]([C:8]2[CH2:17][CH2:16][C:11]3([O:15][CH2:14][CH2:13][O:12]3)[CH2:10][CH:9]=2)=[CH:6][N:7]=1.[H][H], predict the reaction product. The product is: [NH2:1][C:2]1[C:3]([C:18]2[CH:27]=[CH:26][C:21]([C:22]([O:24][CH3:25])=[O:23])=[C:20]([F:28])[CH:19]=2)=[N:4][C:5]([CH:8]2[CH2:17][CH2:16][C:11]3([O:15][CH2:14][CH2:13][O:12]3)[CH2:10][CH2:9]2)=[CH:6][N:7]=1.